Task: Regression. Given a peptide amino acid sequence and an MHC pseudo amino acid sequence, predict their binding affinity value. This is MHC class I binding data.. Dataset: Peptide-MHC class I binding affinity with 185,985 pairs from IEDB/IMGT (1) The peptide sequence is FLCPTFTLK. The MHC is HLA-A26:03 with pseudo-sequence HLA-A26:03. The binding affinity (normalized) is 0.0847. (2) The binding affinity (normalized) is 0. The peptide sequence is RPEMQEFEY. The MHC is HLA-B51:01 with pseudo-sequence HLA-B51:01. (3) The peptide sequence is AILGVLATL. The MHC is HLA-A03:01 with pseudo-sequence HLA-A03:01. The binding affinity (normalized) is 0.0847.